From a dataset of NCI-60 drug combinations with 297,098 pairs across 59 cell lines. Regression. Given two drug SMILES strings and cell line genomic features, predict the synergy score measuring deviation from expected non-interaction effect. (1) Drug 1: CNC(=O)C1=CC=CC=C1SC2=CC3=C(C=C2)C(=NN3)C=CC4=CC=CC=N4. Drug 2: C1=CC(=CC=C1CCC2=CNC3=C2C(=O)NC(=N3)N)C(=O)NC(CCC(=O)O)C(=O)O. Cell line: SW-620. Synergy scores: CSS=42.9, Synergy_ZIP=3.19, Synergy_Bliss=6.15, Synergy_Loewe=0.246, Synergy_HSA=5.43. (2) Drug 1: CC12CCC(CC1=CCC3C2CCC4(C3CC=C4C5=CN=CC=C5)C)O. Drug 2: C1=C(C(=O)NC(=O)N1)F. Cell line: UACC-257. Synergy scores: CSS=23.6, Synergy_ZIP=2.52, Synergy_Bliss=3.86, Synergy_Loewe=5.12, Synergy_HSA=5.21. (3) Cell line: KM12. Drug 2: CC12CCC3C(C1CCC2OP(=O)(O)O)CCC4=C3C=CC(=C4)OC(=O)N(CCCl)CCCl.[Na+]. Drug 1: CC=C1C(=O)NC(C(=O)OC2CC(=O)NC(C(=O)NC(CSSCCC=C2)C(=O)N1)C(C)C)C(C)C. Synergy scores: CSS=77.2, Synergy_ZIP=-0.241, Synergy_Bliss=1.16, Synergy_Loewe=-43.2, Synergy_HSA=2.64.